This data is from Buchwald-Hartwig C-N cross coupling reaction yields with 55,370 reactions. The task is: Predict the reaction yield, written as a fraction of the theoretical maximum amount of product (1.0 means a 100% yield; for example, 0.34 means a 34% yield). The reactants are COc1ccc(Br)cc1.Cc1ccc(N)cc1.O=S(=O)(O[Pd]1c2ccccc2-c2ccccc2N~1)C(F)(F)F.CC(C)c1cc(C(C)C)c(-c2ccccc2P(C2CCCCC2)C2CCCCC2)c(C(C)C)c1.CN(C)C(=NC(C)(C)C)N(C)C.Cc1cc(-c2ccccc2)on1. No catalyst specified. The product is COc1ccc(Nc2ccc(C)cc2)cc1. The yield is 0.133.